This data is from Catalyst prediction with 721,799 reactions and 888 catalyst types from USPTO. The task is: Predict which catalyst facilitates the given reaction. (1) Reactant: [Cl:1][C:2]1[N:3]=[C:4](Cl)[C:5]2[CH:10]=[C:9]([CH3:11])[S:8][C:6]=2[N:7]=1.[CH3:13][SH:14].[Na]. Product: [Cl:1][C:2]1[N:3]=[C:4]([S:14][CH3:13])[C:5]2[CH:10]=[C:9]([CH3:11])[S:8][C:6]=2[N:7]=1. The catalyst class is: 1. (2) Reactant: [Cl:1][C:2]1[CH:7]=[CH:6][C:5]([NH:8][C:9](=[O:11])[CH3:10])=[C:4]([F:12])[CH:3]=1.[Li]CCCC.FC(F)(F)C[I:21].Cl. Product: [Cl:1][C:2]1[CH:7]=[CH:6][C:5]([NH:8][C:9](=[O:11])[CH3:10])=[C:4]([F:12])[C:3]=1[I:21]. The catalyst class is: 1. (3) Reactant: [S:1]1[CH:5]=[CH:4][CH:3]=[C:2]1[CH2:6][C:7]#[N:8].O.[C:10]([OH:14])(=[O:13])[CH:11]=O.C(=O)([O-])[O-].[K+].[K+]. The catalyst class is: 5. Product: [C:7](/[C:6](/[C:2]1[S:1][CH:5]=[CH:4][CH:3]=1)=[CH:11]/[C:10]([OH:14])=[O:13])#[N:8]. (4) Reactant: Br[C:2]1[CH:3]=[C:4]([N:8]2[C:12]3[CH:13]=[CH:14][C:15]([C:17]([NH:19][CH2:20][C:21]4[CH:22]=[N:23][CH:24]=[CH:25][CH:26]=4)=[O:18])=[CH:16][C:11]=3[N:10]=[CH:9]2)[CH:5]=[CH:6][CH:7]=1.[C:27]([C:29]1[CH:34]=[CH:33][C:32](B(O)O)=[CH:31][CH:30]=1)#[N:28]. Product: [C:27]([C:29]1[CH:34]=[CH:33][C:32]([C:2]2[CH:7]=[CH:6][CH:5]=[C:4]([N:8]3[C:12]4[CH:13]=[CH:14][C:15]([C:17]([NH:19][CH2:20][C:21]5[CH:22]=[N:23][CH:24]=[CH:25][CH:26]=5)=[O:18])=[CH:16][C:11]=4[N:10]=[CH:9]3)[CH:3]=2)=[CH:31][CH:30]=1)#[N:28]. The catalyst class is: 73.